This data is from Forward reaction prediction with 1.9M reactions from USPTO patents (1976-2016). The task is: Predict the product of the given reaction. (1) The product is: [OH:2][C:3]1[CH:8]=[C:7]([O:9][CH3:10])[CH:6]=[CH:5][C:4]=1[C:11](=[O:23])[CH2:12][C:13]1[CH:14]=[CH:15][C:16]([C:17]([O:19][CH3:20])=[O:18])=[CH:21][CH:22]=1. Given the reactants C[O:2][C:3]1[CH:8]=[C:7]([O:9][CH3:10])[CH:6]=[CH:5][C:4]=1[C:11](=[O:23])[CH2:12][C:13]1[CH:22]=[CH:21][C:16]([C:17]([O:19][CH3:20])=[O:18])=[CH:15][CH:14]=1.B(Br)(Br)Br.C(Cl)Cl.Cl, predict the reaction product. (2) Given the reactants Cl.N[OH:3].Cl[C:5](Cl)(Cl)[CH:6]([OH:8])O.S([O-])([O-])(=O)=O.[Na+].[Na+].[F:18][C:19]1[CH:20]=[C:21]([CH:23]=[C:24]([F:26])[CH:25]=1)[NH2:22], predict the reaction product. The product is: [F:18][C:19]1[CH:25]=[C:24]([F:26])[CH:23]=[C:21]2[C:20]=1[C:6](=[O:8])[C:5](=[O:3])[NH:22]2. (3) Given the reactants [CH2:1]([C:7]1([CH2:21]O)[C:20]2[CH:19]=[CH:18][CH:17]=[CH:16][C:15]=2[O:14][C:13]2[C:8]1=[CH:9][CH:10]=[CH:11][CH:12]=2)[CH2:2][CH2:3][CH2:4][CH2:5][CH3:6].C1(P(C2C=CC=CC=2)C2C=CC=CC=2)C=CC=CC=1.C(OC(N=NC(OCC)=O)=O)C.C1(P([N:68]=[N+:69]=[N-:70])(C2C=CC=CC=2)=O)C=CC=CC=1, predict the reaction product. The product is: [N:68]([CH2:21][C:7]1([CH2:1][CH2:2][CH2:3][CH2:4][CH2:5][CH3:6])[C:8]2[CH:9]=[CH:10][CH:11]=[CH:12][C:13]=2[O:14][C:15]2[C:20]1=[CH:19][CH:18]=[CH:17][CH:16]=2)=[N+:69]=[N-:70]. (4) The product is: [Si:10]([O:17][C@H:18]1[CH2:27][C:26]([CH3:29])([CH3:28])[CH2:25][C:24]2[N:23]=[C:22]([CH:30]3[CH2:34][CH2:33][CH2:32][CH2:31]3)[C:21]([C@@H:35]([F:7])[C:37]3[CH:38]=[CH:39][C:40]([C:43]([F:44])([F:46])[F:45])=[CH:41][CH:42]=3)=[C:20]([CH:47]3[CH2:48][CH2:49][CH2:50][CH2:51][CH2:52]3)[C:19]1=2)([C:13]([CH3:16])([CH3:15])[CH3:14])([CH3:12])[CH3:11]. Given the reactants C(N(S(F)(F)[F:7])CC)C.[Si:10]([O:17][C@H:18]1[CH2:27][C:26]([CH3:29])([CH3:28])[CH2:25][C:24]2[N:23]=[C:22]([CH:30]3[CH2:34][CH2:33][CH2:32][CH2:31]3)[C:21]([C@H:35]([C:37]3[CH:42]=[CH:41][C:40]([C:43]([F:46])([F:45])[F:44])=[CH:39][CH:38]=3)O)=[C:20]([CH:47]3[CH2:52][CH2:51][CH2:50][CH2:49][CH2:48]3)[C:19]1=2)([C:13]([CH3:16])([CH3:15])[CH3:14])([CH3:12])[CH3:11].C(=O)(O)[O-].[Na+], predict the reaction product. (5) Given the reactants [NH:1]1[CH:5]=[CH:4][N:3]=[C:2]1[CH2:6][NH:7][C:8]([C:10]1([CH2:27][OH:28])[CH2:15][CH2:14][N:13]([C:16](=[O:26])[CH2:17][NH:18][C:19](=[O:25])[O:20][C:21]([CH3:24])([CH3:23])[CH3:22])[CH2:12][CH2:11]1)=[O:9].[CH2:29]([C:31]1[CH:36]=[CH:35][C:34]([N:37]=[C:38]=[O:39])=[CH:33][CH:32]=1)[CH3:30], predict the reaction product. The product is: [CH2:29]([C:31]1[CH:36]=[CH:35][C:34]([NH:37][C:38](=[O:39])[O:28][CH2:27][C:10]2([C:8](=[O:9])[NH:7][CH2:6][C:2]3[NH:1][CH:5]=[CH:4][N:3]=3)[CH2:15][CH2:14][N:13]([C:16](=[O:26])[CH2:17][NH:18][C:19]([O:20][C:21]([CH3:24])([CH3:23])[CH3:22])=[O:25])[CH2:12][CH2:11]2)=[CH:33][CH:32]=1)[CH3:30].